Dataset: Reaction yield outcomes from USPTO patents with 853,638 reactions. Task: Predict the reaction yield, written as a fraction of the theoretical maximum amount of product (1.0 means a 100% yield; for example, 0.34 means a 34% yield). (1) The reactants are [OH:1][CH2:2][C:3]([CH3:9])([CH3:8])[C:4]([O:6][CH3:7])=[O:5].C(N(CC)C(C)C)(C)C.[C:19]([Si:23]([CH3:26])([CH3:25])Cl)([CH3:22])([CH3:21])[CH3:20]. The catalyst is CN(C=O)C. The product is [Si:23]([O:1][CH2:2][C:3]([CH3:9])([CH3:8])[C:4]([O:6][CH3:7])=[O:5])([C:19]([CH3:22])([CH3:21])[CH3:20])([CH3:26])[CH3:25]. The yield is 1.00. (2) The reactants are I[N:2]1[C:6]2[N:7]=[C:8]([C:11]3[CH:16]=[CH:15][CH:14]=[CH:13][CH:12]=3)[CH2:9][NH:10][C:5]=2[CH:4]=[CH:3]1.[CH3:17][O:18][C:19]1[CH:20]=[C:21](B(O)O)[CH:22]=[CH:23][C:24]=1[O:25][CH3:26].C(=O)([O-])[O-].[Na+].[Na+].C(=O)(O)[O-].[Na+]. The catalyst is Cl[Pd-2](Cl)(P(C1C=CC=CC=1)(C1C=CC=CC=1)C1C=CC=CC=1)P(C1C=CC=CC=1)(C1C=CC=CC=1)C1C=CC=CC=1.ClCCl.C(#N)C. The product is [CH3:17][O:18][C:19]1[CH:20]=[C:21]([N:2]2[C:6]3[N:7]=[C:8]([C:11]4[CH:16]=[CH:15][CH:14]=[CH:13][CH:12]=4)[CH2:9][NH:10][C:5]=3[CH:4]=[CH:3]2)[CH:22]=[CH:23][C:24]=1[O:25][CH3:26]. The yield is 0.270. (3) The reactants are Cl[C:2]1[CH:7]=[CH:6][N:5]=[C:4]2[CH:8]=[C:9]([C:11]3[N:12]([CH3:16])[CH:13]=[CH:14][N:15]=3)[S:10][C:3]=12.[F:17][C:18]1[CH:38]=[C:37]([N+:39]([O-:41])=[O:40])[CH:36]=[CH:35][C:19]=1[O:20]C1C=CN=C2C=C(C3SC=CN=3)SC=12. No catalyst specified. The product is [F:17][C:18]1[CH:38]=[C:37]([N+:39]([O-:41])=[O:40])[CH:36]=[CH:35][C:19]=1[O:20][C:2]1[CH:7]=[CH:6][N:5]=[C:4]2[CH:8]=[C:9]([C:11]3[N:12]([CH3:16])[CH:13]=[CH:14][N:15]=3)[S:10][C:3]=12. The yield is 0.450. (4) The reactants are [NH2:1][C:2]1[N:7]=[CH:6][N:5]=[C:4]2[N:8]([C@@H:24]3[CH2:29][CH2:28][CH2:27][N:26]([C:30](=[O:34])[CH2:31][C:32]#[N:33])[CH2:25]3)[N:9]=[C:10]([C:11]3[CH:16]=[CH:15][C:14]([O:17][C:18]4[CH:23]=[CH:22][CH:21]=[CH:20][CH:19]=4)=[CH:13][CH:12]=3)[C:3]=12.N1[CH2:40][CH2:39][CH2:38][CH2:37]C1.C1(C=O)CC1. The catalyst is CO. The product is [NH2:1][C:2]1[N:7]=[CH:6][N:5]=[C:4]2[N:8]([C@@H:24]3[CH2:29][CH2:28][CH2:27][N:26]([C:30]([C:31](=[CH:37][CH:38]4[CH2:40][CH2:39]4)[C:32]#[N:33])=[O:34])[CH2:25]3)[N:9]=[C:10]([C:11]3[CH:12]=[CH:13][C:14]([O:17][C:18]4[CH:19]=[CH:20][CH:21]=[CH:22][CH:23]=4)=[CH:15][CH:16]=3)[C:3]=12. The yield is 0.640.